Regression. Given two drug SMILES strings and cell line genomic features, predict the synergy score measuring deviation from expected non-interaction effect. From a dataset of NCI-60 drug combinations with 297,098 pairs across 59 cell lines. (1) Drug 1: C1CC(=O)NC(=O)C1N2CC3=C(C2=O)C=CC=C3N. Drug 2: CNC(=O)C1=NC=CC(=C1)OC2=CC=C(C=C2)NC(=O)NC3=CC(=C(C=C3)Cl)C(F)(F)F. Cell line: UO-31. Synergy scores: CSS=18.5, Synergy_ZIP=-13.6, Synergy_Bliss=-11.4, Synergy_Loewe=-22.4, Synergy_HSA=-12.8. (2) Drug 1: C1=CC(=C2C(=C1NCCNCCO)C(=O)C3=C(C=CC(=C3C2=O)O)O)NCCNCCO. Drug 2: C1=CN(C=N1)CC(O)(P(=O)(O)O)P(=O)(O)O. Cell line: KM12. Synergy scores: CSS=16.2, Synergy_ZIP=-9.64, Synergy_Bliss=-13.4, Synergy_Loewe=-21.0, Synergy_HSA=-5.64. (3) Drug 1: CC1=C(C(=O)C2=C(C1=O)N3CC4C(C3(C2COC(=O)N)OC)N4)N. Drug 2: B(C(CC(C)C)NC(=O)C(CC1=CC=CC=C1)NC(=O)C2=NC=CN=C2)(O)O. Cell line: CAKI-1. Synergy scores: CSS=56.6, Synergy_ZIP=-0.590, Synergy_Bliss=-1.92, Synergy_Loewe=-5.73, Synergy_HSA=-0.452. (4) Drug 1: CC1=C2C(C(=O)C3(C(CC4C(C3C(C(C2(C)C)(CC1OC(=O)C(C(C5=CC=CC=C5)NC(=O)C6=CC=CC=C6)O)O)OC(=O)C7=CC=CC=C7)(CO4)OC(=O)C)O)C)OC(=O)C. Drug 2: CCN(CC)CCNC(=O)C1=C(NC(=C1C)C=C2C3=C(C=CC(=C3)F)NC2=O)C. Cell line: SN12C. Synergy scores: CSS=29.4, Synergy_ZIP=-4.58, Synergy_Bliss=-3.73, Synergy_Loewe=-2.07, Synergy_HSA=-0.899. (5) Drug 2: C1C(C(OC1N2C=NC(=NC2=O)N)CO)O. Synergy scores: CSS=10.9, Synergy_ZIP=-4.56, Synergy_Bliss=-3.76, Synergy_Loewe=-5.03, Synergy_HSA=-3.27. Cell line: UACC62. Drug 1: C1=CC(=CC=C1CC(C(=O)O)N)N(CCCl)CCCl.Cl. (6) Drug 1: CC1=CC2C(CCC3(C2CCC3(C(=O)C)OC(=O)C)C)C4(C1=CC(=O)CC4)C. Drug 2: C1CN1P(=S)(N2CC2)N3CC3. Cell line: SR. Synergy scores: CSS=53.1, Synergy_ZIP=-0.368, Synergy_Bliss=-0.326, Synergy_Loewe=-32.4, Synergy_HSA=-0.410. (7) Drug 1: CNC(=O)C1=CC=CC=C1SC2=CC3=C(C=C2)C(=NN3)C=CC4=CC=CC=N4. Drug 2: CNC(=O)C1=NC=CC(=C1)OC2=CC=C(C=C2)NC(=O)NC3=CC(=C(C=C3)Cl)C(F)(F)F. Cell line: NCI-H322M. Synergy scores: CSS=1.98, Synergy_ZIP=-7.55, Synergy_Bliss=-11.6, Synergy_Loewe=-14.1, Synergy_HSA=-13.7. (8) Drug 1: CN1C(=O)N2C=NC(=C2N=N1)C(=O)N. Drug 2: C(CN)CNCCSP(=O)(O)O. Cell line: SF-268. Synergy scores: CSS=-1.86, Synergy_ZIP=0.241, Synergy_Bliss=-0.165, Synergy_Loewe=-1.85, Synergy_HSA=-1.38.